From a dataset of NCI-60 drug combinations with 297,098 pairs across 59 cell lines. Regression. Given two drug SMILES strings and cell line genomic features, predict the synergy score measuring deviation from expected non-interaction effect. (1) Drug 1: CC1=C2C(C(=O)C3(C(CC4C(C3C(C(C2(C)C)(CC1OC(=O)C(C(C5=CC=CC=C5)NC(=O)OC(C)(C)C)O)O)OC(=O)C6=CC=CC=C6)(CO4)OC(=O)C)OC)C)OC. Drug 2: C1=NC2=C(N=C(N=C2N1C3C(C(C(O3)CO)O)O)F)N. Cell line: EKVX. Synergy scores: CSS=35.4, Synergy_ZIP=-4.70, Synergy_Bliss=-7.93, Synergy_Loewe=-59.4, Synergy_HSA=-10.0. (2) Drug 1: CC1=C(C(=O)C2=C(C1=O)N3CC4C(C3(C2COC(=O)N)OC)N4)N. Drug 2: COCCOC1=C(C=C2C(=C1)C(=NC=N2)NC3=CC=CC(=C3)C#C)OCCOC.Cl. Cell line: CAKI-1. Synergy scores: CSS=30.5, Synergy_ZIP=-7.76, Synergy_Bliss=-2.75, Synergy_Loewe=-1.91, Synergy_HSA=0.000899. (3) Drug 1: CCN(CC)CCNC(=O)C1=C(NC(=C1C)C=C2C3=C(C=CC(=C3)F)NC2=O)C. Drug 2: CC1C(C(CC(O1)OC2CC(OC(C2O)C)OC3=CC4=CC5=C(C(=O)C(C(C5)C(C(=O)C(C(C)O)O)OC)OC6CC(C(C(O6)C)O)OC7CC(C(C(O7)C)O)OC8CC(C(C(O8)C)O)(C)O)C(=C4C(=C3C)O)O)O)O. Cell line: SK-MEL-28. Synergy scores: CSS=47.5, Synergy_ZIP=2.44, Synergy_Bliss=3.38, Synergy_Loewe=-18.4, Synergy_HSA=2.37. (4) Drug 1: CC1OCC2C(O1)C(C(C(O2)OC3C4COC(=O)C4C(C5=CC6=C(C=C35)OCO6)C7=CC(=C(C(=C7)OC)O)OC)O)O. Synergy scores: CSS=42.0, Synergy_ZIP=-3.84, Synergy_Bliss=-5.02, Synergy_Loewe=-19.6, Synergy_HSA=-4.61. Drug 2: CCC(=C(C1=CC=CC=C1)C2=CC=C(C=C2)OCCN(C)C)C3=CC=CC=C3.C(C(=O)O)C(CC(=O)O)(C(=O)O)O. Cell line: NCIH23. (5) Drug 1: CCC(=C(C1=CC=CC=C1)C2=CC=C(C=C2)OCCN(C)C)C3=CC=CC=C3.C(C(=O)O)C(CC(=O)O)(C(=O)O)O. Drug 2: C1CC(C1)(C(=O)O)C(=O)O.[NH2-].[NH2-].[Pt+2]. Cell line: HCT-15. Synergy scores: CSS=13.6, Synergy_ZIP=-1.69, Synergy_Bliss=3.19, Synergy_Loewe=3.77, Synergy_HSA=2.74. (6) Cell line: UACC62. Drug 1: CCC1(CC2CC(C3=C(CCN(C2)C1)C4=CC=CC=C4N3)(C5=C(C=C6C(=C5)C78CCN9C7C(C=CC9)(C(C(C8N6C=O)(C(=O)OC)O)OC(=O)C)CC)OC)C(=O)OC)O.OS(=O)(=O)O. Drug 2: C1CN1C2=NC(=NC(=N2)N3CC3)N4CC4. Synergy scores: CSS=33.4, Synergy_ZIP=-1.16, Synergy_Bliss=-2.37, Synergy_Loewe=-2.27, Synergy_HSA=-1.89.